From a dataset of Forward reaction prediction with 1.9M reactions from USPTO patents (1976-2016). Predict the product of the given reaction. Given the reactants [CH2:1]([O:3][C:4]([C:6]1[NH:7][C:8]([CH3:21])=[C:9]([C:12]2[CH:17]=[CH:16][C:15]([C:18]([OH:20])=O)=[CH:14][CH:13]=2)[C:10]=1[CH3:11])=[O:5])[CH3:2].C(Cl)(=O)C(Cl)=O.[F:28][C:29]([F:38])([F:37])[C:30]1[CH:35]=[CH:34][C:33]([NH2:36])=[CH:32][CH:31]=1, predict the reaction product. The product is: [CH2:1]([O:3][C:4]([C:6]1[NH:7][C:8]([CH3:21])=[C:9]([C:12]2[CH:13]=[CH:14][C:15]([C:18](=[O:20])[NH:36][C:33]3[CH:34]=[CH:35][C:30]([C:29]([F:28])([F:37])[F:38])=[CH:31][CH:32]=3)=[CH:16][CH:17]=2)[C:10]=1[CH3:11])=[O:5])[CH3:2].